From a dataset of Forward reaction prediction with 1.9M reactions from USPTO patents (1976-2016). Predict the product of the given reaction. (1) Given the reactants [CH:1]1[C:10]2[C:5](=[CH:6][CH:7]=[CH:8][CH:9]=2)[CH2:4][CH2:3][C:2]=1[C:11]1[N:16]=[C:15]([NH2:17])[CH:14]=[C:13]([CH3:18])[CH:12]=1, predict the reaction product. The product is: [CH3:18][C:13]1[CH:12]=[C:11]([CH:2]2[CH2:3][CH2:4][C:5]3[C:10](=[CH:9][CH:8]=[CH:7][CH:6]=3)[CH2:1]2)[N:16]=[C:15]([NH2:17])[CH:14]=1. (2) Given the reactants [Cl:1][C:2]1[CH:3]=[C:4]2[C:9](=[CH:10][CH:11]=1)[N:8]([CH2:12][C:13]1[CH:18]=[CH:17][N:16]=[CH:15][CH:14]=1)[C:7](=[O:19])[CH:6]=[C:5]2O.[H-].[Na+].FC(F)(F)S(N(C1C=CC=CC=1)S(C(F)(F)F)(=O)=O)(=O)=O.N1C2C(=CC=CC=2)C=CC1=O.[C:55]([O:59][C:60]([N:62]1[CH2:67][CH2:66][CH:65]([NH2:68])[CH2:64][CH2:63]1)=[O:61])([CH3:58])([CH3:57])[CH3:56], predict the reaction product. The product is: [C:55]([O:59][C:60]([N:62]1[CH2:67][CH2:66][CH:65]([NH:68][C:5]2[C:4]3[C:9](=[CH:10][CH:11]=[C:2]([Cl:1])[CH:3]=3)[N:8]([CH2:12][C:13]3[CH:18]=[CH:17][N:16]=[CH:15][CH:14]=3)[C:7](=[O:19])[CH:6]=2)[CH2:64][CH2:63]1)=[O:61])([CH3:58])([CH3:56])[CH3:57]. (3) Given the reactants [Cl:1][C:2]1[CH:3]=[C:4]2[C:9](=[CH:10][C:11]=1[C:12](O)=[O:13])[N:8]=[CH:7][N:6]=[C:5]2[NH:15][CH:16]([C:18]1[NH:22][C:21]2[CH:23]=[CH:24][C:25]([Cl:27])=[CH:26][C:20]=2[N:19]=1)[CH3:17].FC1C(OC(N(C)C)=[N+](C)C)=C(F)C(F)=C(F)C=1F.F[P-](F)(F)(F)(F)F.C(N(C(C)C)CC)(C)C.[N:63]1([CH2:68][CH:69]2[CH2:74][CH2:73][CH2:72][NH:71][CH2:70]2)[CH2:67][CH2:66][CH2:65][CH2:64]1, predict the reaction product. The product is: [Cl:1][C:2]1[CH:3]=[C:4]2[C:9](=[CH:10][C:11]=1[C:12]([N:71]1[CH2:72][CH2:73][CH2:74][CH:69]([CH2:68][N:63]3[CH2:64][CH2:65][CH2:66][CH2:67]3)[CH2:70]1)=[O:13])[N:8]=[CH:7][N:6]=[C:5]2[NH:15][CH:16]([C:18]1[NH:22][C:21]2[CH:23]=[CH:24][C:25]([Cl:27])=[CH:26][C:20]=2[N:19]=1)[CH3:17].